From a dataset of Forward reaction prediction with 1.9M reactions from USPTO patents (1976-2016). Predict the product of the given reaction. (1) Given the reactants [N:1]([C@@H:4]1[C:14]2[C:9](=[N:10][CH:11]=[CH:12][CH:13]=2)[C@H:8]([O:15][Si](C(C)C)(C(C)C)C(C)C)[CH2:7][CH2:6][C@H:5]1[C:26]1[CH:31]=[CH:30][CH:29]=[C:28]([F:32])[C:27]=1[F:33])=[N+:2]=[N-:3].CCCC[N+](CCCC)(CCCC)CCCC.[F-], predict the reaction product. The product is: [N:1]([C@@H:4]1[C:14]2[C:9](=[N:10][CH:11]=[CH:12][CH:13]=2)[C@H:8]([OH:15])[CH2:7][CH2:6][C@H:5]1[C:26]1[CH:31]=[CH:30][CH:29]=[C:28]([F:32])[C:27]=1[F:33])=[N+:2]=[N-:3]. (2) Given the reactants Cl[C:2]1[C:11]2[C:6](=[C:7]([C:15]([N:17]([CH3:19])[CH3:18])=[O:16])[CH:8]=[C:9]([N+:12]([O-])=O)[CH:10]=2)[N:5]=[CH:4][C:3]=1[C:20]#[N:21].[Cl:22][C:23]1[CH:24]=[C:25]([CH:27]=[CH:28][C:29]=1[F:30])[NH2:26].O.O.[Sn](Cl)(Cl)(Cl)Cl, predict the reaction product. The product is: [NH2:12][C:9]1[CH:10]=[C:11]2[C:6](=[C:7]([C:15]([N:17]([CH3:19])[CH3:18])=[O:16])[CH:8]=1)[N:5]=[CH:4][C:3]([C:20]#[N:21])=[C:2]2[NH:26][C:25]1[CH:27]=[CH:28][C:29]([F:30])=[C:23]([Cl:22])[CH:24]=1. (3) Given the reactants [N+:1]([C:4]1[CH:9]=[CH:8][C:7]([OH:10])=[CH:6][CH:5]=1)([O-:3])=[O:2].C1(P(C2C=CC=CC=2)C2C=CC=CC=2)C=CC=CC=1.[CH2:30]([N:37]1[CH2:42][CH2:41][CH:40](O)[CH2:39][CH2:38]1)[C:31]1[CH:36]=[CH:35][CH:34]=[CH:33][CH:32]=1.N(C(OC(C)C)=O)=NC(OC(C)C)=O, predict the reaction product. The product is: [CH2:30]([N:37]1[CH2:42][CH2:41][CH:40]([O:10][C:7]2[CH:8]=[CH:9][C:4]([N+:1]([O-:3])=[O:2])=[CH:5][CH:6]=2)[CH2:39][CH2:38]1)[C:31]1[CH:36]=[CH:35][CH:34]=[CH:33][CH:32]=1. (4) Given the reactants [Br:1][C:2]1[CH:11]=[C:10]2[C:5]([C:6]([OH:17])([C:12]([O:14]CC)=O)[CH2:7][O:8][CH2:9]2)=[CH:4][CH:3]=1.ClC(Cl)(Cl)[C:20]([N:22]=C=O)=[O:21].C(N(CC)CC)C, predict the reaction product. The product is: [Br:1][C:2]1[CH:11]=[C:10]2[CH2:9][O:8][CH2:7][C:6]3([O:17][C:20](=[O:21])[NH:22][C:12]3=[O:14])[C:5]2=[CH:4][CH:3]=1. (5) Given the reactants [CH:1]([NH:4][CH:5]([CH3:7])[CH3:6])([CH3:3])[CH3:2].[C:8](=[S:10])=[S:9], predict the reaction product. The product is: [CH:1]([N:4]([CH:5]([CH3:7])[CH3:6])[C:8](=[S:9])[SH:10])([CH3:3])[CH3:2]. (6) Given the reactants [Br:1][C:2]1[CH:7]=[CH:6][C:5]([C:8]2[CH:16]=[CH:15][CH:14]=[C:13]3[C:9]=2[CH2:10][C:11](=[O:17])[NH:12]3)=[CH:4][CH:3]=1.[CH3:18][C:19]1[C:23]([C:24]([N:26]2[CH2:31][CH2:30][N:29]([CH3:32])[CH2:28][CH2:27]2)=[O:25])=[C:22]([CH3:33])[NH:21][C:20]=1[CH:34]=O, predict the reaction product. The product is: [Br:1][C:2]1[CH:3]=[CH:4][C:5]([C:8]2[CH:16]=[CH:15][CH:14]=[C:13]3[C:9]=2[C:10](=[CH:34][C:20]2[NH:21][C:22]([CH3:33])=[C:23]([C:24]([N:26]4[CH2:27][CH2:28][N:29]([CH3:32])[CH2:30][CH2:31]4)=[O:25])[C:19]=2[CH3:18])[C:11](=[O:17])[NH:12]3)=[CH:6][CH:7]=1. (7) Given the reactants [CH3:1][C:2]1([CH3:11])[N:6]2[C:7](=[O:10])[CH2:8][CH2:9][C@H:5]2[CH2:4][O:3]1.[Li+].[CH3:13][CH:14]([N-]C(C)C)[CH3:15].C(Br)C=C, predict the reaction product. The product is: [CH2:15]([CH:8]1[C:7](=[O:10])[N:6]2[C:2]([CH3:11])([CH3:1])[O:3][CH2:4][C@@H:5]2[CH2:9]1)[CH:14]=[CH2:13]. (8) Given the reactants O[CH2:2][CH2:3][CH2:4][C:5]1[N:6]=[C:7]([C:26]2[CH:31]=[CH:30][C:29]([C:32]([F:35])([F:34])[F:33])=[CH:28][CH:27]=2)[S:8][C:9]=1[CH2:10][O:11][C:12]1[CH:17]=[CH:16][C:15]([C:18]2[NH:22][C:21](=[O:23])[O:20][N:19]=2)=[C:14]([O:24][CH3:25])[CH:13]=1.[N:36]1[CH:41]=[CH:40][CH:39]=[CH:38][CH:37]=1.[CH3:42]S(OS(C)(=O)=O)(=O)=O, predict the reaction product. The product is: [CH3:25][O:24][C:14]1[CH:13]=[C:12]([O:11][CH2:10][C:9]2[S:8][C:7]([C:26]3[CH:31]=[CH:30][C:29]([C:32]([F:35])([F:33])[F:34])=[CH:28][CH:27]=3)=[N:6][C:5]=2[CH2:4][CH2:3][CH2:2][N:36]2[CH2:41][CH2:40][CH2:39][CH2:38][CH2:37][CH2:42]2)[CH:17]=[CH:16][C:15]=1[C:18]1[NH:22][C:21](=[O:23])[O:20][N:19]=1. (9) Given the reactants F[C:2]1[C:7]([F:8])=[CH:6][CH:5]=[C:4]([F:9])[N:3]=1.[NH2:10][CH2:11][C:12]1([C:18]#[N:19])[CH2:17][CH2:16][O:15][CH2:14][CH2:13]1.C(N(CC)CC)C, predict the reaction product. The product is: [F:8][C:7]1[C:2]([NH:19][CH2:18][C:12]2([C:11]#[N:10])[CH2:17][CH2:16][O:15][CH2:14][CH2:13]2)=[N:3][C:4]([F:9])=[CH:5][CH:6]=1. (10) Given the reactants C(OC([N:8]1[CH2:13][CH2:12][N:11]([C:14]2[C:15]3[C:30]([O:31][CH3:32])=[CH:29][N:28]=[CH:27][C:16]=3[N:17]=[C:18]([C:20]3[CH:25]=[CH:24][N:23]=[C:22](Cl)[CH:21]=3)[N:19]=2)[CH2:10][CH2:9]1)=O)(C)(C)C.[C:33]([C:35]1[CH:36]=[C:37]([CH2:41][C:42]([NH2:44])=[O:43])[CH:38]=[CH:39][CH:40]=1)#[N:34], predict the reaction product. The product is: [C:33]([C:35]1[CH:36]=[C:37]([CH2:41][C:42]([NH:44][C:22]2[CH:21]=[C:20]([C:18]3[N:19]=[C:14]([N:11]4[CH2:12][CH2:13][NH:8][CH2:9][CH2:10]4)[C:15]4[C:30]([O:31][CH3:32])=[CH:29][N:28]=[CH:27][C:16]=4[N:17]=3)[CH:25]=[CH:24][N:23]=2)=[O:43])[CH:38]=[CH:39][CH:40]=1)#[N:34].